From a dataset of NCI-60 drug combinations with 297,098 pairs across 59 cell lines. Regression. Given two drug SMILES strings and cell line genomic features, predict the synergy score measuring deviation from expected non-interaction effect. (1) Drug 1: CC1OCC2C(O1)C(C(C(O2)OC3C4COC(=O)C4C(C5=CC6=C(C=C35)OCO6)C7=CC(=C(C(=C7)OC)O)OC)O)O. Drug 2: CC1=C2C(C(=O)C3(C(CC4C(C3C(C(C2(C)C)(CC1OC(=O)C(C(C5=CC=CC=C5)NC(=O)C6=CC=CC=C6)O)O)OC(=O)C7=CC=CC=C7)(CO4)OC(=O)C)O)C)OC(=O)C. Cell line: CCRF-CEM. Synergy scores: CSS=49.9, Synergy_ZIP=-3.08, Synergy_Bliss=-4.82, Synergy_Loewe=-6.97, Synergy_HSA=-2.02. (2) Drug 1: CCC1(C2=C(COC1=O)C(=O)N3CC4=CC5=C(C=CC(=C5CN(C)C)O)N=C4C3=C2)O.Cl. Drug 2: C(CCl)NC(=O)N(CCCl)N=O. Cell line: SK-MEL-28. Synergy scores: CSS=11.7, Synergy_ZIP=-6.20, Synergy_Bliss=-3.73, Synergy_Loewe=-0.880, Synergy_HSA=-0.913.